From a dataset of Catalyst prediction with 721,799 reactions and 888 catalyst types from USPTO. Predict which catalyst facilitates the given reaction. Reactant: [CH3:1][C:2]1[N:7]=[C:6]([C:8]2[NH:12][C:11]([CH2:13][C:14]3[CH:15]=[C:16]([CH:20]=[CH:21][CH:22]=3)[C:17](N)=[O:18])=[N:10][C:9]=2[C:23]2[CH:24]=[C:25]3[C:30](=[CH:31][CH:32]=2)[N:29]=[CH:28][CH:27]=[CH:26]3)[CH:5]=[CH:4][CH:3]=1.[OH-:33].[Na+]. Product: [CH3:1][C:2]1[N:7]=[C:6]([C:8]2[NH:12][C:11]([CH2:13][C:14]3[CH:15]=[C:16]([CH:20]=[CH:21][CH:22]=3)[C:17]([OH:33])=[O:18])=[N:10][C:9]=2[C:23]2[CH:24]=[C:25]3[C:30](=[CH:31][CH:32]=2)[N:29]=[CH:28][CH:27]=[CH:26]3)[CH:5]=[CH:4][CH:3]=1. The catalyst class is: 33.